Dataset: Full USPTO retrosynthesis dataset with 1.9M reactions from patents (1976-2016). Task: Predict the reactants needed to synthesize the given product. (1) Given the product [CH3:1][O:2][C:3](=[O:26])[CH2:4][C:5]1[CH:10]=[CH:9][C:8]([O:11][CH3:12])=[C:7]([O:13][C:14]2[CH:19]=[CH:18][C:17]([C:20]([F:23])([F:22])[F:21])=[CH:16][C:15]=2[CH2:24][N:29]2[C@H:28]([CH3:27])[C@H:32]([C:33]3[CH:38]=[CH:37][CH:36]=[CH:35][CH:34]=3)[O:31][C:30]2=[O:39])[CH:6]=1, predict the reactants needed to synthesize it. The reactants are: [CH3:1][O:2][C:3](=[O:26])[CH2:4][C:5]1[CH:10]=[CH:9][C:8]([O:11][CH3:12])=[C:7]([O:13][C:14]2[CH:19]=[CH:18][C:17]([C:20]([F:23])([F:22])[F:21])=[CH:16][C:15]=2[CH2:24]Br)[CH:6]=1.[CH3:27][C@@H:28]1[C@H:32]([C:33]2[CH:38]=[CH:37][CH:36]=[CH:35][CH:34]=2)[O:31][C:30](=[O:39])[NH:29]1. (2) Given the product [S:8]1[CH:9]=[CH:10][C:6]2[CH:5]=[CH:4][CH:3]=[C:2]([C:14]3[C:15]4[C:20](=[CH:19][CH:18]=[CH:17][CH:16]=4)[CH:11]=[N:12][CH:13]=3)[C:7]1=2, predict the reactants needed to synthesize it. The reactants are: Br[C:2]1[C:7]2[S:8][CH:9]=[CH:10][C:6]=2[CH:5]=[CH:4][CH:3]=1.[CH:11]1[C:20]2[C:15](=[CH:16][CH:17]=[CH:18][CH:19]=2)[C:14](B(O)O)=[CH:13][N:12]=1.O1CCOCC1.[O-]P([O-])([O-])=O.[K+].[K+].[K+]. (3) The reactants are: [CH:1]1[C:10]2[C:5](=[CH:6][CH:7]=[CH:8][CH:9]=2)[CH:4]=[CH:3][C:2]=1[CH2:11][N:12]([CH:18]1[CH2:23][CH2:22][N:21]([C:24]2[N:25]=[CH:26][CH:27]=[C:28]3[CH:32]=[CH:31][O:30][C:29]=23)[CH2:20][CH2:19]1)[C:13](=O)OCC.[H-].[H-].[H-].[H-].[Li+].[Al+3].O.[OH-].[Na+]. Given the product [O:30]1[C:29]2=[C:24]([N:21]3[CH2:20][CH2:19][CH:18]([N:12]([CH3:13])[CH2:11][C:2]4[CH:3]=[CH:4][C:5]5[C:10](=[CH:9][CH:8]=[CH:7][CH:6]=5)[CH:1]=4)[CH2:23][CH2:22]3)[N:25]=[CH:26][CH:27]=[C:28]2[CH:32]=[CH:31]1, predict the reactants needed to synthesize it. (4) Given the product [N:33]1[CH:34]=[CH:35][N:36]2[CH:13]=[CH:14][C:15]([CH:16]([O:18][C:19](=[O:21])[CH3:20])[CH3:17])=[N:31][C:32]=12, predict the reactants needed to synthesize it. The reactants are: CC(OC(=O)C)C(=O)C.C(O[CH:13](OCC)[CH2:14][C:15](=O)[CH:16]([O:18][C:19](=[O:21])[CH3:20])[CH3:17])C.S(O)(O)(=O)=O.[NH2:31][C:32]1[NH:33][CH:34]=[CH:35][N:36]=1.[NH2:31][C:32]1[NH:33][CH:34]=[CH:35][N:36]=1.